This data is from Full USPTO retrosynthesis dataset with 1.9M reactions from patents (1976-2016). The task is: Predict the reactants needed to synthesize the given product. (1) Given the product [CH2:2]1[C:11]2[C:6](=[CH:7][CH:8]=[C:9]([C:19]#[N:18])[CH:10]=2)[CH2:5][CH2:4][NH:3]1, predict the reactants needed to synthesize it. The reactants are: Cl.[CH2:2]1[C:11]2[C:6](=[CH:7][CH:8]=[C:9](N)[CH:10]=2)[CH2:5][CH2:4][NH:3]1.[N+]([O-])([O-])=O.[Na+].[NH2:18][C:19](N)=O.[OH-].[Na+].[C-]#N.[K+]. (2) Given the product [Cl:1][C:2]1[CH:7]=[C:6]([Cl:8])[CH:5]=[CH:4][C:3]=1[C:9]1[N:14]=[C:13]([NH:29][CH2:28][CH2:27][NH:26][C:19]([O:21][C:22]([CH3:25])([CH3:24])[CH3:23])=[O:20])[CH:12]=[N:11][C:10]=1[N+:16]([O-:18])=[O:17], predict the reactants needed to synthesize it. The reactants are: [Cl:1][C:2]1[CH:7]=[C:6]([Cl:8])[CH:5]=[CH:4][C:3]=1[C:9]1[C:10]([N+:16]([O-:18])=[O:17])=[N:11][CH:12]=[C:13](Br)[N:14]=1.[C:19]([NH:26][CH2:27][CH2:28][NH2:29])([O:21][C:22]([CH3:25])([CH3:24])[CH3:23])=[O:20].CCN(C(C)C)C(C)C.